From a dataset of Full USPTO retrosynthesis dataset with 1.9M reactions from patents (1976-2016). Predict the reactants needed to synthesize the given product. (1) Given the product [CH2:8]([O:15][C:16]1[CH:21]=[CH:20][C:19]([C:22]2[CH:26]=[C:25]([CH2:27][O:28][C:6](=[O:7])[NH2:5])[O:24][N:23]=2)=[CH:18][CH:17]=1)[C:9]1[CH:14]=[CH:13][CH:12]=[CH:11][CH:10]=1, predict the reactants needed to synthesize it. The reactants are: ClS([N:5]=[C:6]=[O:7])(=O)=O.[CH2:8]([O:15][C:16]1[CH:21]=[CH:20][C:19]([C:22]2[CH:26]=[C:25]([CH2:27][OH:28])[O:24][N:23]=2)=[CH:18][CH:17]=1)[C:9]1[CH:14]=[CH:13][CH:12]=[CH:11][CH:10]=1. (2) Given the product [Br:7][C:8]1[CH:12]=[C:11]([CH3:13])[S:10][C:9]=1[CH2:14][NH2:15].[CH3:13][C:11]1[S:10][C:9]([CH2:14][NH2:15])=[CH:8][CH:12]=1, predict the reactants needed to synthesize it. The reactants are: [H-].[Al+3].[Li+].[H-].[H-].[H-].[Br:7][C:8]1[CH:12]=[C:11]([CH3:13])[S:10][C:9]=1[CH:14]=[N:15]O.[OH-].[Na+].[O-]S([O-])(=O)=O.[Na+].[Na+]. (3) Given the product [O:27]=[S:23]1(=[O:28])[CH2:24][CH2:25][CH2:26][N:22]1[CH2:21][C:18]1[CH:17]=[CH:16][C:15]([N:6]2[C:5]3[CH2:8][CH2:9][O:10][CH2:11][C:4]=3[C:3]([C:2]([F:12])([F:1])[F:13])=[N:7]2)=[CH:20][CH:19]=1, predict the reactants needed to synthesize it. The reactants are: [F:1][C:2]([F:13])([F:12])[C:3]1[C:4]2[CH2:11][O:10][CH2:9][CH2:8][C:5]=2[NH:6][N:7]=1.Br[C:15]1[CH:20]=[CH:19][C:18]([CH2:21][N:22]2[CH2:26][CH2:25][CH2:24][S:23]2(=[O:28])=[O:27])=[CH:17][CH:16]=1. (4) The reactants are: [CH3:1][C:2]1[N:12]=[C:11]([CH3:13])[CH:10]=[CH:9][C:3]=1[C:4](OCC)=[O:5].[H-].[H-].[H-].[H-].[Li+].[Al+3]. Given the product [CH3:1][C:2]1[C:3]([CH2:4][OH:5])=[CH:9][CH:10]=[C:11]([CH3:13])[N:12]=1, predict the reactants needed to synthesize it. (5) Given the product [NH3:10].[N:13]1([CH2:12][C:9]2[CH:8]=[CH:7][C:6]([O:5][CH2:4][CH2:3][CH2:2][N:19]3[CH2:24][CH2:23][CH2:22][CH2:21][CH2:20]3)=[CH:11][N:10]=2)[CH2:18][CH2:17][CH2:16][CH2:15][CH2:14]1, predict the reactants needed to synthesize it. The reactants are: Cl[CH2:2][CH2:3][CH2:4][O:5][C:6]1[CH:7]=[CH:8][C:9]([CH2:12][N:13]2[CH2:18][CH2:17][CH2:16][CH2:15][CH2:14]2)=[N:10][CH:11]=1.[NH:19]1[CH2:24][CH2:23][CH2:22][CH2:21][CH2:20]1.C([O-])([O-])=O.[Na+].[Na+]. (6) Given the product [F:18][C:2]1([F:1])[C:10]2[C:5](=[CH:6][CH:7]=[CH:8][C:9]=2[CH2:11][OH:16])[NH:4][C:3]1=[O:17], predict the reactants needed to synthesize it. The reactants are: [F:1][C:2]1([F:18])[C:10]2[C:5](=[CH:6][CH:7]=[CH:8][C:9]=2[C:11](=[O:16])C(F)(F)F)[NH:4][C:3]1=[O:17].FC1(F)C2C(C=O)=CC=CC=2NC1=O. (7) Given the product [C:1]([O:5][C:6](=[O:17])[NH:7][CH:8]([C:11]1[CH:12]=[CH:13][CH:14]=[CH:15][CH:16]=1)[CH2:9][N:10]([CH2:19][CH2:20][CH2:21][C:22]1[CH:27]=[CH:26][C:25]([O:33][CH3:30])=[CH:24][CH:23]=1)[CH2:19][CH2:20][CH2:21][C:22]1[CH:27]=[CH:26][C:25]([O:28][CH3:29])=[CH:24][CH:23]=1)([CH3:4])([CH3:2])[CH3:3], predict the reactants needed to synthesize it. The reactants are: [C:1]([O:5][C:6](=[O:17])[NH:7][CH:8]([C:11]1[CH:16]=[CH:15][CH:14]=[CH:13][CH:12]=1)[CH2:9][NH2:10])([CH3:4])([CH3:3])[CH3:2].Br[CH2:19][CH2:20][CH2:21][C:22]1[CH:27]=[CH:26][C:25]([O:28][CH3:29])=[CH:24][CH:23]=1.[C:30](=[O:33])([O-])[O-].[K+].[K+].[I-].[Na+]. (8) Given the product [O:46]1[CH2:50][CH2:49][CH:48]([CH2:51][NH:52][C:11]([C:8]2[CH:7]=[C:6]([CH2:5][C:4]3[CH:14]=[CH:15][CH:16]=[C:2]([Cl:1])[CH:3]=3)[O:10][N:9]=2)=[O:13])[CH2:47]1, predict the reactants needed to synthesize it. The reactants are: [Cl:1][C:2]1[CH:3]=[C:4]([CH:14]=[CH:15][CH:16]=1)[CH2:5][C:6]1[O:10][N:9]=[C:8]([C:11]([OH:13])=O)[CH:7]=1.ON1C2C=CC=CC=2N=N1.Cl.C(N=C=NCCCN(C)C)C.C(N(CC)CC)C.[O:46]1[CH2:50][CH2:49][CH:48]([CH2:51][NH2:52])[CH2:47]1. (9) Given the product [CH2:1]([O:8][C:9]([N:11]1[CH2:12][CH2:13][N:14]([C:17]2[CH:22]=[C:21]([CH3:23])[CH:20]=[CH:19][C:18]=2[NH2:24])[CH2:15][CH2:16]1)=[O:10])[C:2]1[CH:7]=[CH:6][CH:5]=[CH:4][CH:3]=1, predict the reactants needed to synthesize it. The reactants are: [CH2:1]([O:8][C:9]([N:11]1[CH2:16][CH2:15][N:14]([C:17]2[CH:22]=[C:21]([CH3:23])[CH:20]=[CH:19][C:18]=2[N+:24]([O-])=O)[CH2:13][CH2:12]1)=[O:10])[C:2]1[CH:7]=[CH:6][CH:5]=[CH:4][CH:3]=1.Cl[Sn]Cl.O. (10) Given the product [Cl:11][C:12]1[C:24]([Cl:25])=[CH:23][C:22]([Cl:26])=[CH:21][C:13]=1[C:14]([NH:16][CH2:17][CH2:18][N:19]([CH:8]=[O:10])[OH:20])=[O:15], predict the reactants needed to synthesize it. The reactants are: C(OC(=O)C)(=O)C.[CH:8]([OH:10])=O.[Cl:11][C:12]1[C:24]([Cl:25])=[CH:23][C:22]([Cl:26])=[CH:21][C:13]=1[C:14]([NH:16][CH2:17][CH2:18][NH:19][OH:20])=[O:15].